From a dataset of Reaction yield outcomes from USPTO patents with 853,638 reactions. Predict the reaction yield, written as a fraction of the theoretical maximum amount of product (1.0 means a 100% yield; for example, 0.34 means a 34% yield). (1) The reactants are Cl[C@H:2]([C@H:8]([OH:12])[CH2:9][CH2:10][CH3:11])[C:3]([O:5]CC)=[O:4].[O-]CC.[Na+].C(O)C.[OH-].[K+]. The catalyst is C(O)C. The product is [CH2:9]([C@H:8]1[O:12][C@@H:2]1[C:3]([OH:5])=[O:4])[CH2:10][CH3:11]. The yield is 0.650. (2) The reactants are [NH:1]1[CH2:6][CH2:5][CH:4]([OH:7])[CH2:3][CH2:2]1.Cl[C:9]1[CH:14]=[CH:13][CH:12]=[CH:11][N:10]=1.CCN(C(C)C)C(C)C. The catalyst is C(O)(C)C. The product is [N:1]1([C:9]2[CH:14]=[CH:13][CH:12]=[CH:11][N:10]=2)[CH2:6][CH2:5][CH:4]([OH:7])[CH2:3][CH2:2]1. The yield is 0.270. (3) The reactants are [Br:1][C:2]1[C:3]([F:19])=[CH:4][C:5]([N+:16]([O-:18])=[O:17])=[C:6]([NH:8][C:9]2[CH:14]=[CH:13][N:12]=[C:11](Cl)[N:10]=2)[CH:7]=1.[OH-].[NH4+:21].[NH4+]. The catalyst is CC(O)C. The product is [Br:1][C:2]1[C:3]([F:19])=[CH:4][C:5]([N+:16]([O-:18])=[O:17])=[C:6]([NH:8][C:9]2[CH:14]=[CH:13][N:12]=[C:11]([NH2:21])[N:10]=2)[CH:7]=1. The yield is 0.630. (4) The reactants are [F:1][C:2]1[CH:3]=[CH:4][C:5]([NH:8][NH:9][C:10](=O)[CH2:11][N:12]2[CH2:17][CH2:16][N:15]([CH3:18])[CH2:14][CH2:13]2)=[N:6][CH:7]=1.C1(P(C2C=CC=CC=2)C2C=CC=CC=2)C=CC=CC=1.C(N(CC)CC)C.ClC(Cl)(Cl)C(Cl)(Cl)Cl. The catalyst is C1COCC1. The product is [F:1][C:2]1[CH:3]=[CH:4][C:5]2[N:6]([C:10]([CH2:11][N:12]3[CH2:17][CH2:16][N:15]([CH3:18])[CH2:14][CH2:13]3)=[N:9][N:8]=2)[CH:7]=1. The yield is 0.890. (5) The reactants are [Cl:1][C:2]1[C:3]([CH3:14])=[C:4](I)[C:5]([O:11][CH3:12])=[C:6]([C:8](=[O:10])[CH3:9])[CH:7]=1.[OH:15][CH:16]1[CH2:21][CH2:20][NH:19][CH2:18][CH2:17]1.C(O)CO.P([O-])([O-])([O-])=O.[K+].[K+].[K+]. The catalyst is C(O)(C)C.[Cu]I.O. The product is [Cl:1][C:2]1[C:3]([CH3:14])=[C:4]([N:19]2[CH2:20][CH2:21][CH:16]([OH:15])[CH2:17][CH2:18]2)[C:5]([O:11][CH3:12])=[C:6]([C:8](=[O:10])[CH3:9])[CH:7]=1. The yield is 0.110. (6) The reactants are Cl[C:2]([O:4][CH2:5][CH3:6])=[O:3].[F:7][C:8]1[CH:13]=[CH:12][CH:11]=[CH:10][C:9]=1[C:14]1[C:26]2[C:25]3[C:20](=[CH:21][C:22]([OH:27])=[CH:23][CH:24]=3)[NH:19][C:18]=2[C:17]([C:28]([NH2:30])=[O:29])=[CH:16][CH:15]=1. The catalyst is N1C=CC=CC=1.CCOC(C)=O. The product is [C:2](=[O:3])([O:4][CH2:5][CH3:6])[O:27][C:22]1[CH:23]=[CH:24][C:25]2[C:26]3[C:18](=[C:17]([C:28](=[O:29])[NH2:30])[CH:16]=[CH:15][C:14]=3[C:9]3[CH:10]=[CH:11][CH:12]=[CH:13][C:8]=3[F:7])[NH:19][C:20]=2[CH:21]=1. The yield is 0.280. (7) The reactants are [Br:1][C:2]1[CH:3]=[C:4]2[C:8](=[CH:9][C:10]=1[N+:11]([O-])=O)[NH:7][CH:6]=[CH:5]2. The catalyst is C(O)C.[Ni]. The product is [Br:1][C:2]1[CH:3]=[C:4]2[C:8](=[CH:9][C:10]=1[NH2:11])[NH:7][CH:6]=[CH:5]2. The yield is 0.300.